Dataset: Peptide-MHC class I binding affinity with 185,985 pairs from IEDB/IMGT. Task: Regression. Given a peptide amino acid sequence and an MHC pseudo amino acid sequence, predict their binding affinity value. This is MHC class I binding data. (1) The peptide sequence is VVAFLILPQ. The MHC is HLA-A02:01 with pseudo-sequence HLA-A02:01. The binding affinity (normalized) is 0. (2) The peptide sequence is YVFAIPLPF. The MHC is HLA-C14:02 with pseudo-sequence HLA-C14:02. The binding affinity (normalized) is 0.555. (3) The peptide sequence is LIQNANPDCKL. The MHC is Mamu-A02 with pseudo-sequence Mamu-A02. The binding affinity (normalized) is 0.